Task: Predict which catalyst facilitates the given reaction.. Dataset: Catalyst prediction with 721,799 reactions and 888 catalyst types from USPTO (1) Reactant: [Cl:1][C:2]1[CH:7]=[CH:6][C:5]([NH:8][C:9]([CH3:15])([CH3:14])[CH2:10][C:11]([OH:13])=O)=[CH:4][CH:3]=1.F[P-](F)(F)(F)(F)F.N1(O[P+](N(C)C)(N(C)C)N(C)C)C2C=CC=CC=2N=N1.CCN(C(C)C)C(C)C.Cl.[CH2:53]([O:55][C:56](=[O:59])[CH2:57][NH2:58])[CH3:54]. Product: [Cl:1][C:2]1[CH:3]=[CH:4][C:5]([NH:8][C:9]([CH3:15])([CH3:14])[CH2:10][C:11]([NH:58][CH2:57][C:56]([O:55][CH2:53][CH3:54])=[O:59])=[O:13])=[CH:6][CH:7]=1. The catalyst class is: 2. (2) Reactant: [Al+3].[Cl-].[Cl-].[Cl-].[Cl:5][CH2:6][CH2:7][CH2:8][C:9](Cl)=[O:10].[CH3:12][C:13]([C:18]1[CH:23]=[CH:22][CH:21]=[CH:20][CH:19]=1)([CH3:17])[C:14]([OH:16])=[O:15].[N:24]1([C:29]([NH2:31])=[O:30])[CH2:28][CH2:27][CH2:26][CH2:25]1. Product: [N:24]1([C:29]([NH2:31])=[O:30])[CH2:28][CH2:27][CH2:26][CH2:25]1.[Cl:5][CH2:6][CH2:7][CH2:8][C:9]([C:21]1[CH:22]=[CH:23][C:18]([C:13]([CH3:17])([CH3:12])[C:14]([OH:16])=[O:15])=[CH:19][CH:20]=1)=[O:10]. The catalyst class is: 53. (3) Reactant: [CH2:1]([O:3][C:4]1[N:8]([CH3:9])[N:7]=[C:6]([C:10]2[CH:25]=[CH:24][C:13]([O:14][CH2:15][C:16]3[C:21]([CH3:22])=[CH:20][CH:19]=[CH:18][C:17]=3[NH2:23])=[C:12]([CH3:26])[CH:11]=2)[C:5]=1[CH3:27])[CH3:2].Cl[C:29](Cl)([O:31]C(=O)OC(Cl)(Cl)Cl)Cl. Product: [CH2:1]([O:3][C:4]1[N:8]([CH3:9])[N:7]=[C:6]([C:10]2[CH:25]=[CH:24][C:13]([O:14][CH2:15][C:16]3[C:21]([CH3:22])=[CH:20][CH:19]=[CH:18][C:17]=3[N:23]=[C:29]=[O:31])=[C:12]([CH3:26])[CH:11]=2)[C:5]=1[CH3:27])[CH3:2]. The catalyst class is: 11. (4) Reactant: [CH:1]1(O)[C:10]2[C:5](=[CH:6][CH:7]=[CH:8][CH:9]=2)[CH2:4][CH2:3][CH2:2]1.[NH:12]1[CH:16]=[C:15]([C:17]([O:19][CH3:20])=[O:18])[N:14]=[CH:13]1.C1(P(C2C=CC=CC=2)C2C=CC=CC=2)C=CC=CC=1.N(C(OC(C)C)=O)=NC(OC(C)C)=O. Product: [CH3:20][O:19][C:17]([C:15]1[N:14]([CH:1]2[C:10]3[C:5](=[CH:6][CH:7]=[CH:8][CH:9]=3)[CH2:4][CH2:3][CH2:2]2)[CH:13]=[N:12][CH:16]=1)=[O:18]. The catalyst class is: 56. (5) Reactant: Br[CH2:2][C:3]([N:5]([C:12]1[CH:17]=[CH:16][CH:15]=[CH:14][CH:13]=1)[C:6]1[CH:11]=[CH:10][CH:9]=[CH:8][CH:7]=1)=[O:4].Cl.[O:19]=[C:20]1[C:25]([C:26]([O:28][CH3:29])=[O:27])=[CH:24][CH:23]=[CH:22][NH:21]1.[H-].[Na+]. Product: [C:6]1([N:5]([C:12]2[CH:17]=[CH:16][CH:15]=[CH:14][CH:13]=2)[C:3](=[O:4])[CH2:2][N:21]2[CH:22]=[CH:23][CH:24]=[C:25]([C:26]([O:28][CH3:29])=[O:27])[C:20]2=[O:19])[CH:11]=[CH:10][CH:9]=[CH:8][CH:7]=1. The catalyst class is: 3. (6) Product: [CH3:9][C:5]([CH3:10])([CH2:6][CH2:7][CH3:8])[C:4](=[O:11])[CH2:13][C:14]1[CH:19]=[CH:18][CH:17]=[CH:16][CH:15]=1. Reactant: CON(C)[C:4](=[O:11])[C:5]([CH3:10])([CH3:9])[CH2:6][CH2:7][CH3:8].[CH2:13]([Mg]Cl)[C:14]1[CH:19]=[CH:18][CH:17]=[CH:16][CH:15]=1. The catalyst class is: 7. (7) Reactant: [F:1][C:2]1([CH2:8][N:9]2[CH2:14][CH2:13][CH:12]([CH2:15][O:16][C:17]3[CH:22]=[CH:21][C:20]([C:23]4C=[CH:27][C:26](C(O)=O)=[CH:25][CH:24]=4)=[CH:19][CH:18]=3)[CH2:11][CH2:10]2)[CH2:7][CH2:6][CH2:5][CH2:4][CH2:3]1.[NH:32]1[CH2:39][CH2:38][CH2:37][C@H:33]1[C:34]([NH2:36])=[O:35].[CH2:40](Cl)[CH2:41]Cl.C1C=CC2N([OH:53])N=NC=2C=1.CCN(C(C)C)C(C)C. Product: [F:1][C:2]1([CH2:8][N:9]2[CH2:10][CH2:11][CH:12]([CH2:15][O:16][C:17]3[CH:22]=[CH:21][C:20]([C:23]4[C:40]([C:41]([N:32]5[CH2:39][CH2:38][CH2:37][C@H:33]5[C:34]([NH2:36])=[O:35])=[O:53])=[CH:27][CH:26]=[CH:25][CH:24]=4)=[CH:19][CH:18]=3)[CH2:13][CH2:14]2)[CH2:3][CH2:4][CH2:5][CH2:6][CH2:7]1. The catalyst class is: 18. (8) Reactant: C[O:2][C:3](=[O:35])[C:4]1[CH:9]=[C:8]([N:10]2[C:15]3[CH:16]=[C:17]([O:20][C@H:21]4[CH2:25][CH2:24][N:23]([C:26]([O:28][C:29]([CH3:32])([CH3:31])[CH3:30])=[O:27])[CH2:22]4)[CH:18]=[CH:19][C:14]=3[O:13][CH2:12][CH2:11]2)[CH:7]=[N:6][C:5]=1[O:33][CH3:34].[OH-].[Na+].Cl. Product: [C:29]([O:28][C:26]([N:23]1[CH2:24][CH2:25][C@H:21]([O:20][C:17]2[CH:18]=[CH:19][C:14]3[O:13][CH2:12][CH2:11][N:10]([C:8]4[CH:7]=[N:6][C:5]([O:33][CH3:34])=[C:4]([CH:9]=4)[C:3]([OH:35])=[O:2])[C:15]=3[CH:16]=2)[CH2:22]1)=[O:27])([CH3:32])([CH3:31])[CH3:30]. The catalyst class is: 38. (9) Reactant: [Cl:1][C:2]1[CH:3]=[C:4]2[C:8](=[CH:9][CH:10]=1)[N:7]([CH:11]([C:18]1[CH:23]=[CH:22][CH:21]=[CH:20][CH:19]=1)[C:12]1[CH:17]=[CH:16][CH:15]=[CH:14][CH:13]=1)[C:6]([CH2:24][CH2:25][NH:26][S:27]([CH2:30][C:31]1[CH:36]=[CH:35][CH:34]=[CH:33][C:32]=1[CH:37]=O)(=[O:29])=[O:28])=[C:5]2[CH2:39][CH2:40][CH2:41][C:42]1[CH:51]=[CH:50][C:45]([C:46]([O:48]C)=[O:47])=[CH:44][CH:43]=1.[NH:52]1[CH2:57][CH2:56][O:55][CH2:54][CH2:53]1.[BH-](OC(C)=O)(OC(C)=O)OC(C)=O.[Na+]. Product: [Cl:1][C:2]1[CH:3]=[C:4]2[C:8](=[CH:9][CH:10]=1)[N:7]([CH:11]([C:18]1[CH:19]=[CH:20][CH:21]=[CH:22][CH:23]=1)[C:12]1[CH:17]=[CH:16][CH:15]=[CH:14][CH:13]=1)[C:6]([CH2:24][CH2:25][NH:26][S:27]([CH2:30][C:31]1[CH:36]=[CH:35][CH:34]=[CH:33][C:32]=1[CH2:37][N:52]1[CH2:57][CH2:56][O:55][CH2:54][CH2:53]1)(=[O:29])=[O:28])=[C:5]2[CH2:39][CH2:40][CH2:41][C:42]1[CH:51]=[CH:50][C:45]([C:46]([OH:48])=[O:47])=[CH:44][CH:43]=1. The catalyst class is: 26.